The task is: Predict which catalyst facilitates the given reaction.. This data is from Catalyst prediction with 721,799 reactions and 888 catalyst types from USPTO. (1) Reactant: [Cl:1][C:2]1[N:11]=[CH:10][C:9]2[N:8]([CH2:12][C:13]([OH:15])=O)[CH2:7][C@@H:6]3[CH2:16][O:17][CH2:18][CH2:19][N:5]3[C:4]=2[N:3]=1.CN(C(ON1N=NC2[CH:31]=[CH:32][CH:33]=[N:34]C1=2)=[N+](C)C)C.F[P-](F)(F)(F)(F)F.C1(N)CC1.C(N(CC)CC)C. Product: [Cl:1][C:2]1[N:11]=[CH:10][C:9]2[N:8]([CH2:12][C:13]([NH:34][CH:33]3[CH2:31][CH2:32]3)=[O:15])[CH2:7][C@@H:6]3[CH2:16][O:17][CH2:18][CH2:19][N:5]3[C:4]=2[N:3]=1. The catalyst class is: 3. (2) Product: [CH2:7]([N:14]1[CH2:18][C:19]2[N:20]=[CH:21][C:22]([N:26]([CH3:30])[CH:27]([CH3:29])[CH3:28])=[N:23][C:24]=2[O:17][CH2:16][CH2:15]1)[C:8]1[CH:13]=[CH:12][CH:11]=[CH:10][CH:9]=1. Reactant: CC(C)([O-])C.[K+].[CH2:7]([N:14]([CH2:18][C:19]1[C:24](Cl)=[N:23][C:22]([N:26]([CH3:30])[CH:27]([CH3:29])[CH3:28])=[CH:21][N:20]=1)[CH2:15][CH2:16][OH:17])[C:8]1[CH:13]=[CH:12][CH:11]=[CH:10][CH:9]=1.O. The catalyst class is: 3. (3) Reactant: [CH2:1]([O:3][C:4](=[O:26])[CH:5]([N:9]([CH:23]1[CH2:25][CH2:24]1)[C:10](=O)[C:11]1[CH:16]=[CH:15][C:14]([O:17][C:18]([F:21])([F:20])[F:19])=[CH:13][CH:12]=1)[C:6](=O)[CH3:7])[CH3:2].FC(F)(F)C([O-])=O.[NH4+:34]. Product: [CH2:1]([O:3][C:4]([C:5]1[N:9]([CH:23]2[CH2:25][CH2:24]2)[C:10]([C:11]2[CH:16]=[CH:15][C:14]([O:17][C:18]([F:21])([F:20])[F:19])=[CH:13][CH:12]=2)=[N:34][C:6]=1[CH3:7])=[O:26])[CH3:2]. The catalyst class is: 5. (4) Reactant: [N:1]1[N:2]([C:6]2[CH:11]=[CH:10][CH:9]=[CH:8][C:7]=2[C:12]([N:14]2[CH2:19][C@H:18]([C:20]3[O:21][C:22]([C:30]4[CH:35]=[CH:34][CH:33]=[CH:32][CH:31]=4)=[C:23]([CH2:25][C:26]([OH:29])([CH3:28])[CH3:27])[N:24]=3)[CH2:17][CH2:16][C@H:15]2[CH3:36])=[O:13])[N:3]=[CH:4][CH:5]=1.[H-].[Na+].I[CH3:40]. Product: [N:1]1[N:2]([C:6]2[CH:11]=[CH:10][CH:9]=[CH:8][C:7]=2[C:12]([N:14]2[CH2:19][C@H:18]([C:20]3[O:21][C:22]([C:30]4[CH:31]=[CH:32][CH:33]=[CH:34][CH:35]=4)=[C:23]([CH2:25][C:26]([O:29][CH3:40])([CH3:28])[CH3:27])[N:24]=3)[CH2:17][CH2:16][C@H:15]2[CH3:36])=[O:13])[N:3]=[CH:4][CH:5]=1. The catalyst class is: 3. (5) Reactant: [CH3:13][C:12]([O:11][C:9](O[C:9]([O:11][C:12]([CH3:15])([CH3:14])[CH3:13])=[O:10])=[O:10])([CH3:15])[CH3:14].[NH2:16][CH2:17][CH:18]([CH2:24][C:25]1[CH:30]=[CH:29][C:28]([Cl:31])=[C:27]([F:32])[CH:26]=1)[C:19]([O:21][CH2:22][CH3:23])=[O:20]. Product: [C:12]([O:11][C:9]([NH:16][CH2:17][CH:18]([CH2:24][C:25]1[CH:30]=[CH:29][C:28]([Cl:31])=[C:27]([F:32])[CH:26]=1)[C:19]([O:21][CH2:22][CH3:23])=[O:20])=[O:10])([CH3:13])([CH3:14])[CH3:15]. The catalyst class is: 2. (6) Reactant: [BH4-].[Li+].CO.C([O:7][C:8](=O)[C:9]([CH3:29])([CH3:28])[CH2:10][CH2:11][CH2:12][CH2:13][C:14](=[O:27])[CH2:15][CH2:16][CH2:17][CH2:18][C:19]([CH3:26])([CH3:25])[C:20](OCC)=[O:21])C.[Cl-].[NH4+]. Product: [CH3:25][C:19]([CH3:26])([CH2:18][CH2:17][CH2:16][CH2:15][CH:14]([OH:27])[CH2:13][CH2:12][CH2:11][CH2:10][C:9]([CH3:29])([CH3:28])[CH2:8][OH:7])[CH2:20][OH:21]. The catalyst class is: 4.